This data is from Forward reaction prediction with 1.9M reactions from USPTO patents (1976-2016). The task is: Predict the product of the given reaction. (1) Given the reactants [CH3:1][S:2]([C:5]1[CH:10]=[CH:9][C:8](Br)=[CH:7][CH:6]=1)(=[O:4])=[O:3].[CH:12]([C:14]1[CH:15]=[C:16](B(O)O)[CH:17]=[CH:18][C:19]=1[O:20][CH3:21])=[O:13], predict the reaction product. The product is: [CH3:21][O:20][C:19]1[CH:18]=[CH:17][C:16]([C:8]2[CH:9]=[CH:10][C:5]([S:2]([CH3:1])(=[O:4])=[O:3])=[CH:6][CH:7]=2)=[CH:15][C:14]=1[CH:12]=[O:13]. (2) Given the reactants [F:1][C:2]1[C:10]2[C:5](=[N:6][CH:7]=[CH:8][CH:9]=2)[N:4]([C:11]2[CH:16]=[CH:15][CH:14]=[C:13]([F:17])[CH:12]=2)[C:3]=1[CH:18]([NH:20]C(=O)OC(C)(C)C)[CH3:19].FC(F)(F)C(O)=O, predict the reaction product. The product is: [F:1][C:2]1[C:10]2[C:5](=[N:6][CH:7]=[CH:8][CH:9]=2)[N:4]([C:11]2[CH:16]=[CH:15][CH:14]=[C:13]([F:17])[CH:12]=2)[C:3]=1[CH:18]([NH2:20])[CH3:19]. (3) Given the reactants [Cl:1][C:2]1[CH:3]=[C:4]([CH:8]=[C:9]([Cl:12])[C:10]=1I)[C:5]([OH:7])=[O:6].[F:13][C:14]1[CH:19]=[CH:18][C:17](B(O)O)=[CH:16][CH:15]=1.C([O-])([O-])=O.[K+].[K+].ClC1C=C(C=C(Cl)C=1)C(O)=O, predict the reaction product. The product is: [Cl:1][C:2]1[CH:3]=[C:4]([C:5]([OH:7])=[O:6])[CH:8]=[C:9]([Cl:12])[C:10]=1[C:17]1[CH:18]=[CH:19][C:14]([F:13])=[CH:15][CH:16]=1. (4) Given the reactants [C:1]([Cl:4])(Cl)=[O:2].[F:5][C:6]([F:17])([F:16])[O:7][CH2:8][CH2:9][N:10]1[CH2:14][CH2:13][NH:12][C:11]1=[O:15].N1C=CC=CC=1, predict the reaction product. The product is: [O:15]=[C:11]1[N:10]([CH2:9][CH2:8][O:7][C:6]([F:17])([F:5])[F:16])[CH2:14][CH2:13][N:12]1[C:1]([Cl:4])=[O:2]. (5) Given the reactants O[CH2:2][CH2:3][N:4]1[CH2:9][CH2:8][N:7]([C:10]([O:12][C:13]([CH3:16])([CH3:15])[CH3:14])=[O:11])[CH2:6][CH2:5]1.C(Br)(Br)(Br)[Br:18].C1(P(C2C=CC=CC=2)C2C=CC=CC=2)C=CC=CC=1, predict the reaction product. The product is: [Br:18][CH2:2][CH2:3][N:4]1[CH2:9][CH2:8][N:7]([C:10]([O:12][C:13]([CH3:16])([CH3:15])[CH3:14])=[O:11])[CH2:6][CH2:5]1. (6) Given the reactants [OH:1][CH2:2][CH2:3][CH:4]1[NH:9][CH2:8][CH2:7][N:6]([C:10]([O:12][C:13]([CH3:16])([CH3:15])[CH3:14])=[O:11])[CH2:5]1.Br[CH2:18][C:19]([C:21]1[C:22]([CH3:31])=[C:23]2[C:27](=[CH:28][CH:29]=1)[C:26](=[O:30])[O:25][CH2:24]2)=[O:20].CCN(C(C)C)C(C)C, predict the reaction product. The product is: [OH:1][CH2:2][CH2:3][CH:4]1[N:9]([CH2:18][C:19]([C:21]2[C:22]([CH3:31])=[C:23]3[C:27](=[CH:28][CH:29]=2)[C:26](=[O:30])[O:25][CH2:24]3)=[O:20])[CH2:8][CH2:7][N:6]([C:10]([O:12][C:13]([CH3:16])([CH3:15])[CH3:14])=[O:11])[CH2:5]1. (7) Given the reactants [CH3:1][O:2][C:3](=[O:6])[CH:4]=[CH2:5].CN(C1CCCCC1)C1CCCCC1.I[C:22]1[CH:27]=[CH:26][C:25]([O:28][C:29](=[O:38])[N:30]([CH3:37])[C:31]2[CH:36]=[CH:35][CH:34]=[CH:33][CH:32]=2)=[CH:24][CH:23]=1, predict the reaction product. The product is: [CH3:1][O:2][C:3](=[O:6])[CH:4]=[CH:5][C:22]1[CH:23]=[CH:24][C:25]([O:28][C:29](=[O:38])[N:30]([CH3:37])[C:31]2[CH:36]=[CH:35][CH:34]=[CH:33][CH:32]=2)=[CH:26][CH:27]=1. (8) Given the reactants COC([C:5]1([CH2:18][C:19]2[CH:24]=[CH:23][C:22]([Cl:25])=[CH:21][CH:20]=2)[CH2:9][CH2:8][C:7]2([CH2:14][O:13][C:12]([CH3:16])([CH3:15])[O:11][CH2:10]2)[C:6]1=[O:17])=O.C(N(CC)CC)C.Cl.C(N(CC)CC)C.O.C(=O)(O)[O-].[Na+], predict the reaction product. The product is: [Cl:25][C:22]1[CH:23]=[CH:24][C:19]([CH2:18][CH:5]2[CH2:9][CH2:8][C:7]3([CH2:10][O:11][C:12]([CH3:16])([CH3:15])[O:13][CH2:14]3)[C:6]2=[O:17])=[CH:20][CH:21]=1.